Task: Predict which catalyst facilitates the given reaction.. Dataset: Catalyst prediction with 721,799 reactions and 888 catalyst types from USPTO (1) Reactant: [Br:1][C:2]1[C:3]([F:12])=[C:4]2[C:10]([NH2:11])=[CH:9][NH:8][C:5]2=[N:6][CH:7]=1.[CH2:13]([CH:15]([CH2:19][CH3:20])[C:16](Cl)=[O:17])[CH3:14].[Li+].[OH-].O. Product: [Br:1][C:2]1[C:3]([F:12])=[C:4]2[C:10]([NH:11][C:16](=[O:17])[CH:15]([CH2:19][CH3:20])[CH2:13][CH3:14])=[CH:9][NH:8][C:5]2=[N:6][CH:7]=1. The catalyst class is: 17. (2) Reactant: C[O:2][C:3](=[O:27])[CH2:4][C:5]1[C:14]([CH3:15])=[C:13]([CH:16]2[CH2:21][CH2:20][N:19]([S:22]([CH3:25])(=[O:24])=[O:23])[CH2:18][CH2:17]2)[C:12]2[C:7](=[CH:8][CH:9]=[C:10]([F:26])[CH:11]=2)[CH:6]=1.O.[OH-].[Li+]. Product: [F:26][C:10]1[CH:11]=[C:12]2[C:7](=[CH:8][CH:9]=1)[CH:6]=[C:5]([CH2:4][C:3]([OH:27])=[O:2])[C:14]([CH3:15])=[C:13]2[CH:16]1[CH2:21][CH2:20][N:19]([S:22]([CH3:25])(=[O:23])=[O:24])[CH2:18][CH2:17]1. The catalyst class is: 20. (3) Reactant: OC1C(=O)NN=C(CCC2C=CC=CC=2)C=1.C(OC1N=NC(C(C2C=CC=CC=2)=C)=CC=1OCC1C=CC=CC=1)C1C=CC=CC=1.C([O:54][C:55]1[N:56]=[N:57][C:58]([C:69]([C:71]2[CH:76]=[CH:75][C:74]([F:77])=[CH:73][CH:72]=2)=[CH2:70])=[CH:59][C:60]=1[O:61]CC1C=CC=CC=1)C1C=CC=CC=1.C(OCC)(=O)C. Product: [F:77][C:74]1[CH:75]=[CH:76][C:71]([CH:69]([C:58]2[CH:59]=[C:60]([OH:61])[C:55](=[O:54])[NH:56][N:57]=2)[CH3:70])=[CH:72][CH:73]=1. The catalyst class is: 7. (4) Reactant: [N:1]1([C:8]2[C:9]([C:22]3[O:23][C:24]4[CH:30]=[C:29]([F:31])[CH:28]=[CH:27][C:25]=4[CH:26]=3)=[N:10][C:11]3[C:16]([N:17]=2)=[CH:15][C:14]([C:18]([O:20]C)=[O:19])=[CH:13][CH:12]=3)[CH2:7][CH2:6][CH2:5][CH2:4][CH2:3][CH2:2]1.[OH-].[Na+].O. Product: [N:1]1([C:8]2[C:9]([C:22]3[O:23][C:24]4[CH:30]=[C:29]([F:31])[CH:28]=[CH:27][C:25]=4[CH:26]=3)=[N:10][C:11]3[C:16]([N:17]=2)=[CH:15][C:14]([C:18]([OH:20])=[O:19])=[CH:13][CH:12]=3)[CH2:2][CH2:3][CH2:4][CH2:5][CH2:6][CH2:7]1. The catalyst class is: 254. (5) Reactant: [F:1][C:2]1[CH:9]=[CH:8][C:7]([C:10]2[CH:15]=[CH:14][CH:13]=[C:12]([CH:16]=O)[N:11]=2)=[CH:6][C:3]=1[C:4]#[N:5].[NH2:18][C@@H:19]([CH2:23][OH:24])[CH:20]([CH3:22])[CH3:21].C(O)(=O)C.C([BH3-])#N. Product: [F:1][C:2]1[CH:9]=[CH:8][C:7]([C:10]2[CH:15]=[CH:14][CH:13]=[C:12]([CH2:16][NH:18][C@H:19]([CH:20]([CH3:22])[CH3:21])[CH2:23][OH:24])[N:11]=2)=[CH:6][C:3]=1[C:4]#[N:5]. The catalyst class is: 5. (6) Reactant: Cl[CH2:2][C:3]([C@@H:5]1[CH2:10][CH2:9][CH2:8][CH2:7][C@H:6]1[C:11]([O:13][CH3:14])=[O:12])=O.[F:15][C:16]1([F:23])[CH2:19][CH:18]([C:20](=[S:22])[NH2:21])[CH2:17]1. Product: [F:15][C:16]1([F:23])[CH2:19][CH:18]([C:20]2[S:22][CH:2]=[C:3]([C@@H:5]3[CH2:10][CH2:9][CH2:8][CH2:7][C@H:6]3[C:11]([O:13][CH3:14])=[O:12])[N:21]=2)[CH2:17]1. The catalyst class is: 12. (7) The catalyst class is: 11. Product: [Cl:13][C:4]1[C:3]2=[CH:8][CH:9]=[CH:10][N:2]2[N:1]=[CH:6][N:5]=1. Reactant: [N:1]1[N:2]2[CH:10]=[CH:9][CH:8]=[C:3]2[C:4](=O)[NH:5][CH:6]=1.O=P(Cl)(Cl)[Cl:13].CCN(C(C)C)C(C)C.